Dataset: Peptide-MHC class II binding affinity with 134,281 pairs from IEDB. Task: Regression. Given a peptide amino acid sequence and an MHC pseudo amino acid sequence, predict their binding affinity value. This is MHC class II binding data. (1) The peptide sequence is DKLTIEAIENYFLD. The MHC is HLA-DPA10201-DPB10101 with pseudo-sequence HLA-DPA10201-DPB10101. The binding affinity (normalized) is 0.759. (2) The peptide sequence is GELQIVDKPDAAFKI. The MHC is DRB1_0404 with pseudo-sequence DRB1_0404. The binding affinity (normalized) is 0.449. (3) The peptide sequence is ALRWNLQMGHSVLPK. The MHC is HLA-DQA10501-DQB10301 with pseudo-sequence HLA-DQA10501-DQB10301. The binding affinity (normalized) is 0.137. (4) The peptide sequence is MATTLPVQRHPRSLF. The MHC is HLA-DPA10201-DPB10101 with pseudo-sequence HLA-DPA10201-DPB10101. The binding affinity (normalized) is 0.103. (5) The peptide sequence is DCISIGPGSTGLNIT. The MHC is DRB1_0701 with pseudo-sequence DRB1_0701. The binding affinity (normalized) is 0.247. (6) The peptide sequence is VQYSRADEEQQQALS. The MHC is DRB1_0401 with pseudo-sequence DRB1_0401. The binding affinity (normalized) is 0.282. (7) The peptide sequence is PIIIDQKYCPNKICT. The MHC is HLA-DPA10201-DPB10501 with pseudo-sequence HLA-DPA10201-DPB10501. The binding affinity (normalized) is 0.157. (8) The MHC is HLA-DQA10301-DQB10302 with pseudo-sequence HLA-DQA10301-DQB10302. The peptide sequence is DGYFLKIKVTAASPM. The binding affinity (normalized) is 0.198. (9) The peptide sequence is SVRIRVRSGGHDYEG. The binding affinity (normalized) is 0.147. The MHC is HLA-DQA10401-DQB10402 with pseudo-sequence HLA-DQA10401-DQB10402.